Dataset: Catalyst prediction with 721,799 reactions and 888 catalyst types from USPTO. Task: Predict which catalyst facilitates the given reaction. (1) Reactant: [O:1]=[C:2]1[C:11]2[C:6](=[CH:7][CH:8]=[CH:9][CH:10]=2)[NH:5][C:4]2[N:12]([C:19]3[CH:24]=[CH:23][CH:22]=[CH:21][N:20]=3)[N:13]=[C:14]([CH2:15][C:16](O)=[O:17])[C:3]1=2.O1CCCC1.C(N1C=CN=C1)([N:32]1C=CN=C1)=O.N. Product: [O:1]=[C:2]1[C:11]2[C:6](=[CH:7][CH:8]=[CH:9][CH:10]=2)[NH:5][C:4]2[N:12]([C:19]3[CH:24]=[CH:23][CH:22]=[CH:21][N:20]=3)[N:13]=[C:14]([CH2:15][C:16]([NH2:32])=[O:17])[C:3]1=2. The catalyst class is: 145. (2) Reactant: Br[C:2]1[C:3]([O:10][C:11]2[CH:16]=[CH:15][C:14]([NH:17][C:18]3[CH:23]=[CH:22][C:21]([CH3:24])=[CH:20][N:19]=3)=[CH:13][CH:12]=2)=[N:4][CH:5]=[C:6]([O:8][CH3:9])[CH:7]=1.[F:25][C:26]1[CH:31]=[C:30](B(O)O)[CH:29]=[CH:28][N:27]=1.C(=O)([O-])[O-].[Na+].[Na+]. Product: [F:25][C:26]1[CH:31]=[C:30]([C:2]2[C:3]([O:10][C:11]3[CH:16]=[CH:15][C:14]([NH:17][C:18]4[CH:23]=[CH:22][C:21]([CH3:24])=[CH:20][N:19]=4)=[CH:13][CH:12]=3)=[N:4][CH:5]=[C:6]([O:8][CH3:9])[CH:7]=2)[CH:29]=[CH:28][N:27]=1. The catalyst class is: 70.